This data is from Catalyst prediction with 721,799 reactions and 888 catalyst types from USPTO. The task is: Predict which catalyst facilitates the given reaction. Product: [C:12]([C:11]1[CH:10]=[CH:9][C:8]([N:14]2[C:18]([C:19]3[CH:24]=[CH:23][C:22]([O:25][CH3:26])=[CH:21][CH:20]=3)=[CH:17][CH:16]=[C:15]2[CH2:27][CH2:28][C:29]([OH:31])=[O:30])=[CH:7][C:6]=1[Cl:5])(=[O:1])[NH2:13]. The catalyst class is: 5. Reactant: [OH:1]O.[OH-].[Na+].[Cl:5][C:6]1[CH:7]=[C:8]([N:14]2[C:18]([C:19]3[CH:24]=[CH:23][C:22]([O:25][CH3:26])=[CH:21][CH:20]=3)=[CH:17][CH:16]=[C:15]2[CH2:27][CH2:28][C:29]([OH:31])=[O:30])[CH:9]=[CH:10][C:11]=1[C:12]#[N:13].